This data is from Forward reaction prediction with 1.9M reactions from USPTO patents (1976-2016). The task is: Predict the product of the given reaction. (1) Given the reactants [CH:1]1([C:7]2[CH:13]=[CH:12][C:10]([NH2:11])=[CH:9][CH:8]=2)[CH2:6][CH2:5][CH2:4][CH2:3][CH2:2]1.C1C2C(CO[C:29]([N:31]3[CH2:36][CH2:35][N:34](C(OC(C)(C)C)=O)[CH2:33][CH:32]3[CH2:44][C:45]([OH:47])=O)=[O:30])C3C(=CC=CC=3)C=2C=CC=1.[CH2:48]([O:55][C:56]1[CH:61]=[CH:60][C:59]([N:62]=C=O)=[CH:58][CH:57]=1)[C:49]1[CH:54]=[CH:53][CH:52]=[CH:51][CH:50]=1, predict the reaction product. The product is: [CH2:48]([O:55][C:56]1[CH:57]=[CH:58][C:59]([NH:62][C:29]([N:31]2[CH2:36][CH2:35][NH:34][CH2:33][CH:32]2[CH2:44][C:45](=[O:47])[NH:11][C:10]2[CH:9]=[CH:8][C:7]([CH:1]3[CH2:2][CH2:3][CH2:4][CH2:5][CH2:6]3)=[CH:13][CH:12]=2)=[O:30])=[CH:60][CH:61]=1)[C:49]1[CH:50]=[CH:51][CH:52]=[CH:53][CH:54]=1. (2) Given the reactants C(OC(=O)[NH:10][C:11]1[S:12][C:13]2[CH2:19][C@@H:18]([N:20]3[CH2:25][CH2:24][O:23][CH2:22][CH2:21]3)[CH2:17][CH2:16][C:14]=2[N:15]=1)C1C=CC=CC=1.CCOCC.[BrH:32].CC(O)=O, predict the reaction product. The product is: [BrH:32].[BrH:32].[N:20]1([C@H:18]2[CH2:17][CH2:16][C:14]3[N:15]=[C:11]([NH2:10])[S:12][C:13]=3[CH2:19]2)[CH2:21][CH2:22][O:23][CH2:24][CH2:25]1. (3) Given the reactants [N+:1]([C:4]1[CH:5]=[C:6]([CH:8]=[CH:9][CH:10]=1)[NH2:7])([O-:3])=[O:2].[O:11]1[CH2:14][C:13](=O)[CH2:12]1.C([BH3-])#N.[Na+], predict the reaction product. The product is: [N+:1]([C:4]1[CH:5]=[C:6]([NH:7][CH:13]2[CH2:14][O:11][CH2:12]2)[CH:8]=[CH:9][CH:10]=1)([O-:3])=[O:2].